This data is from CYP2C9 inhibition data for predicting drug metabolism from PubChem BioAssay. The task is: Regression/Classification. Given a drug SMILES string, predict its absorption, distribution, metabolism, or excretion properties. Task type varies by dataset: regression for continuous measurements (e.g., permeability, clearance, half-life) or binary classification for categorical outcomes (e.g., BBB penetration, CYP inhibition). Dataset: cyp2c9_veith. (1) The drug is O=C(NNC(=S)Nc1ccccc1)C1CC1. The result is 0 (non-inhibitor). (2) The result is 0 (non-inhibitor). The compound is CCN1CCCCC(=N/O)/C(=N/O)CCCC1. (3) The compound is COc1ccc(-c2nc3cnc(Oc4cccc(Cl)c4)nc3n(C3CC3)c2=O)cc1. The result is 1 (inhibitor).